From a dataset of Reaction yield outcomes from USPTO patents with 853,638 reactions. Predict the reaction yield, written as a fraction of the theoretical maximum amount of product (1.0 means a 100% yield; for example, 0.34 means a 34% yield). (1) The reactants are Br[CH2:2][CH2:3][CH2:4][CH2:5][CH2:6][CH2:7][CH2:8][CH2:9][CH2:10][CH2:11][O:12][CH:13]1[CH2:18][CH2:17][CH2:16][CH2:15][O:14]1.[CH2:19]([Mg]Cl)[CH2:20][CH2:21][CH2:22][CH2:23][CH2:24][CH2:25][CH2:26][CH2:27][CH2:28][CH2:29][CH2:30][CH2:31][CH2:32][CH2:33][CH2:34][CH2:35][CH3:36]. The catalyst is C1COCC1. The product is [CH2:11]([O:12][CH:13]1[CH2:18][CH2:17][CH2:16][CH2:15][O:14]1)[CH2:10][CH2:9][CH2:8][CH2:7][CH2:6][CH2:5][CH2:4][CH2:3][CH2:2][CH2:36][CH2:35][CH2:34][CH2:33][CH2:32][CH2:31][CH2:30][CH2:29][CH2:28][CH2:27][CH2:26][CH2:25][CH2:24][CH2:23][CH2:22][CH2:21][CH2:20][CH3:19]. The yield is 0.740. (2) The reactants are O[C:2]1[CH:7]=[C:6]([O:8][CH3:9])[CH:5]=[CH:4][C:3]=1[C:10](=[O:19])[CH2:11][C:12]([CH:14]1[CH2:18][CH2:17][CH2:16][O:15]1)=[O:13]. The catalyst is C(Cl)Cl.[Fe](Cl)(Cl)Cl. The product is [CH3:9][O:8][C:6]1[CH:5]=[C:4]2[C:3]([C:10](=[O:19])[CH:11]=[C:12]([CH:14]3[CH2:18][CH2:17][CH2:16][O:15]3)[O:13]2)=[CH:2][CH:7]=1. The yield is 0.820. (3) The reactants are [CH2:1]([S:3][C:4]1[C:9]([C:10]([O:12]CC)=[O:11])=[CH:8][CH:7]=[C:6]([C:15]([F:18])([F:17])[F:16])[N:5]=1)[CH3:2].[OH-].[K+].Cl. The catalyst is O.C1COCC1. The product is [CH2:1]([S:3][C:4]1[C:9]([C:10]([OH:12])=[O:11])=[CH:8][CH:7]=[C:6]([C:15]([F:18])([F:16])[F:17])[N:5]=1)[CH3:2]. The yield is 0.900. (4) The reactants are [CH3:1][C:2]1[NH:6][C:5]([NH2:7])=[N:4][CH:3]=1.C(N(C(C)C)CC)(C)C.[O:17]=[C:18]1[CH2:29][CH2:28][CH:27]=[CH:26][CH2:25][C@@H:24]([CH2:30][C:31](O)=[O:32])[C:23](=[O:34])[O:22][CH2:21][C@@H:20]([C:35]2[CH:40]=[CH:39][CH:38]=[CH:37][CH:36]=2)[NH:19]1.ON1C2N=CC=CC=2N=N1.C(N=C=NCCCN(C)C)C. The catalyst is CN(C=O)C.CCOC(C)=O. The product is [O:17]=[C:18]1[CH2:29][CH2:28][CH:27]=[CH:26][CH2:25][C@@H:24]([CH2:30][C:31]([NH:7][C:5]2[NH:6][C:2]([CH3:1])=[CH:3][N:4]=2)=[O:32])[C:23](=[O:34])[O:22][CH2:21][C@@H:20]([C:35]2[CH:36]=[CH:37][CH:38]=[CH:39][CH:40]=2)[NH:19]1. The yield is 0.800. (5) The reactants are Cl[C:2]1[N:7]=[C:6]([C:8]2[S:12][C:11]([N:13]([CH3:15])[CH3:14])=[N:10][C:9]=2[C:16]2[CH:17]=[C:18]([NH:22][S:23]([C:26]3[C:31]([F:32])=[CH:30][CH:29]=[CH:28][C:27]=3[F:33])(=[O:25])=[O:24])[CH:19]=[CH:20][CH:21]=2)[CH:5]=[CH:4][N:3]=1.[NH4+:34].[OH-]. No catalyst specified. The product is [NH2:34][C:2]1[N:7]=[C:6]([C:8]2[S:12][C:11]([N:13]([CH3:15])[CH3:14])=[N:10][C:9]=2[C:16]2[CH:17]=[C:18]([NH:22][S:23]([C:26]3[C:31]([F:32])=[CH:30][CH:29]=[CH:28][C:27]=3[F:33])(=[O:25])=[O:24])[CH:19]=[CH:20][CH:21]=2)[CH:5]=[CH:4][N:3]=1. The yield is 0.310. (6) The reactants are [CH3:1][O:2][CH2:3][C@@H:4]([O:6][C:7]1[CH:8]=[C:9]([C:24]2[NH:28][C:27]([C:29]3[O:30][CH2:31][C@@H:32]([C@@H:34]([OH:36])[CH3:35])[N:33]=3)=[CH:26][CH:25]=2)[CH:10]=[C:11]([O:13][Si](C(C)C)(C(C)C)C(C)C)[CH:12]=1)[CH3:5].[F-].C([N+](CCCC)(CCCC)CCCC)CCC.[Cl-].[NH4+]. The catalyst is O1CCCC1. The product is [OH:36][C@H:34]([C@@H:32]1[CH2:31][O:30][C:29]([C:27]2[NH:28][C:24]([C:9]3[CH:10]=[C:11]([OH:13])[CH:12]=[C:7]([O:6][C@@H:4]([CH3:5])[CH2:3][O:2][CH3:1])[CH:8]=3)=[CH:25][CH:26]=2)=[N:33]1)[CH3:35]. The yield is 0.850. (7) The reactants are [CH3:1][O:2][C:3]1[CH:25]=[CH:24][C:6]([CH2:7][N:8]2[C:17]3[C:12](=[CH:13][C:14]([CH2:18][CH2:19][C:20](O)=[O:21])=[CH:15][CH:16]=3)[CH2:11][CH2:10][C:9]2=[O:23])=[CH:5][CH:4]=1.C1C=CC2N(O)N=NC=2C=1.C(Cl)CCl.CCN(C(C)C)C(C)C.[Cl:49][C:50]1[CH:51]=[C:52]([NH:57]/[C:58](/[NH2:61])=[N:59]/O)[CH:53]=[CH:54][C:55]=1[Cl:56].S([O-])([O-])(=O)=O.[Na+].[Na+]. The catalyst is CN(C=O)C. The product is [Cl:49][C:50]1[CH:51]=[C:52]([NH:57][C:58]2[N:61]=[C:20]([CH2:19][CH2:18][C:14]3[CH:13]=[C:12]4[C:17](=[CH:16][CH:15]=3)[N:8]([CH2:7][C:6]3[CH:5]=[CH:4][C:3]([O:2][CH3:1])=[CH:25][CH:24]=3)[C:9](=[O:23])[CH2:10][CH2:11]4)[O:21][N:59]=2)[CH:53]=[CH:54][C:55]=1[Cl:56]. The yield is 0.110. (8) The reactants are [Cl:1][C:2]1[S:6][C:5]([C:7]([O:9][CH3:10])=[O:8])=[CH:4][C:3]=1[C:11]1[N:15]([CH2:16][CH3:17])[N:14]=[CH:13][CH:12]=1.C1C(=O)N([Cl:25])C(=O)C1. The catalyst is C1COCC1. The product is [Cl:1][C:2]1[S:6][C:5]([C:7]([O:9][CH3:10])=[O:8])=[CH:4][C:3]=1[C:11]1[N:15]([CH2:16][CH3:17])[N:14]=[CH:13][C:12]=1[Cl:25]. The yield is 0.740.